This data is from Forward reaction prediction with 1.9M reactions from USPTO patents (1976-2016). The task is: Predict the product of the given reaction. Given the reactants [CH3:1][C:2]1[C:7]([N+:8]([O-:10])=[O:9])=[CH:6][N:5]=[C:4](N)[CH:3]=1.N(OCCC(C)C)=O.[I:20]CI, predict the reaction product. The product is: [I:20][C:4]1[CH:3]=[C:2]([CH3:1])[C:7]([N+:8]([O-:10])=[O:9])=[CH:6][N:5]=1.